The task is: Predict the product of the given reaction.. This data is from Forward reaction prediction with 1.9M reactions from USPTO patents (1976-2016). (1) Given the reactants C(OC([N:8]1[CH2:13][CH2:12][N:11]2[N:14]=[C:15]([C:17]([F:20])([F:19])[F:18])[N:16]=[C:10]2[CH:9]1[CH3:21])=O)(C)(C)C.[ClH:22], predict the reaction product. The product is: [ClH:22].[CH3:21][CH:9]1[NH:8][CH2:13][CH2:12][N:11]2[N:14]=[C:15]([C:17]([F:20])([F:18])[F:19])[N:16]=[C:10]12. (2) Given the reactants C([N:8]1[CH2:13][CH2:12][CH:11]([NH:14][C@@H:15]([C:17]2[CH:22]=[CH:21][CH:20]=[CH:19][CH:18]=2)[CH3:16])[CH:10]([CH2:23][CH3:24])[CH2:9]1)C1C=CC=CC=1.C(Cl)(=O)OC(Cl)C, predict the reaction product. The product is: [CH2:23]([CH:10]1[CH:11]([NH:14][C@@H:15]([C:17]2[CH:18]=[CH:19][CH:20]=[CH:21][CH:22]=2)[CH3:16])[CH2:12][CH2:13][NH:8][CH2:9]1)[CH3:24]. (3) Given the reactants [Cl:1][C:2]1[CH:7]=[CH:6][C:5]([S:8](Cl)(=[O:10])=[O:9])=[CH:4][N:3]=1.Cl.[CH3:13][NH:14][O:15][CH3:16].C(N(CC)CC)C, predict the reaction product. The product is: [Cl:1][C:2]1[CH:7]=[CH:6][C:5]([S:8]([N:14]([O:15][CH3:16])[CH3:13])(=[O:10])=[O:9])=[CH:4][N:3]=1. (4) Given the reactants [CH3:1][C:2]1([CH3:25])[C:10]2[C:5](=[CH:6][C:7]([N:11]3[CH:16]=[C:15]([C:17]([O:19][CH2:20][CH3:21])=[O:18])[C:14](=[O:22])[NH:13][C:12]3=[O:23])=[CH:8][CH:9]=2)[NH:4][C:3]1=[O:24].Br[CH2:27][C:28]1[CH:33]=[CH:32][CH:31]=[C:30]([C:34]([F:37])([F:36])[F:35])[C:29]=1[Cl:38].C(=O)([O-])[O-].[K+].[K+].[I-].[K+], predict the reaction product. The product is: [Cl:38][C:29]1[C:30]([C:34]([F:35])([F:36])[F:37])=[CH:31][CH:32]=[CH:33][C:28]=1[CH2:27][N:13]1[C:14](=[O:22])[C:15]([C:17]([O:19][CH2:20][CH3:21])=[O:18])=[CH:16][N:11]([C:7]2[CH:6]=[C:5]3[C:10]([C:2]([CH3:1])([CH3:25])[C:3](=[O:24])[NH:4]3)=[CH:9][CH:8]=2)[C:12]1=[O:23]. (5) The product is: [CH2:1]([NH:8][CH2:9][C:10]1[CH:15]=[C:14]([N:16]2[CH2:21][CH2:20][O:19][CH2:18][CH2:17]2)[N:13]=[C:12]([C:27]2[CH:28]=[CH:29][CH:30]=[C:31]3[C:26]=2[CH:25]=[CH:24][NH:23]3)[N:11]=1)[C:2]1[CH:7]=[CH:6][CH:5]=[CH:4][CH:3]=1. Given the reactants [CH2:1]([NH:8][CH2:9][C:10]1[CH:15]=[C:14]([N:16]2[CH2:21][CH2:20][O:19][CH2:18][CH2:17]2)[N:13]=[C:12](Cl)[N:11]=1)[C:2]1[CH:7]=[CH:6][CH:5]=[CH:4][CH:3]=1.[NH:23]1[C:31]2[CH:30]=[CH:29][CH:28]=[C:27](B(O)O)[C:26]=2[CH:25]=[CH:24]1, predict the reaction product. (6) Given the reactants [CH2:1]([O:3][C:4]([C:6]1([C:9]2[CH:14]=[CH:13][C:12]([C:15]3[CH:20]=[CH:19][C:18]([C:21]4[S:22][C:23]([F:29])=[CH:24][C:25]=4C(O)=O)=[CH:17][C:16]=3[O:30][CH3:31])=[CH:11][CH:10]=2)[CH2:8][CH2:7]1)=[O:5])[CH3:2].C([N:34]([CH2:37]C)CC)C.C1(P(N=[N+]=[N-])(C2C=CC=CC=2)=[O:46])C=CC=CC=1.[F:56][C:57]1[CH:58]=[C:59]([C@H:63]([OH:65])[CH3:64])[CH:60]=[CH:61][CH:62]=1, predict the reaction product. The product is: [CH2:1]([O:3][C:4]([C:6]1([C:9]2[CH:14]=[CH:13][C:12]([C:15]3[CH:20]=[CH:19][C:18]([C:21]4[S:22][C:23]([F:29])=[CH:24][C:25]=4[NH:34][C:37]([O:65][C@@H:63]([C:59]4[CH:60]=[CH:61][CH:62]=[C:57]([F:56])[CH:58]=4)[CH3:64])=[O:46])=[CH:17][C:16]=3[O:30][CH3:31])=[CH:11][CH:10]=2)[CH2:7][CH2:8]1)=[O:5])[CH3:2]. (7) Given the reactants [Cl:1][C:2]1[N:7]=[C:6](Cl)[C:5]([Cl:9])=[CH:4][N:3]=1.[NH:10]1[C:18]2[C:13](=[CH:14][CH:15]=[CH:16][CH:17]=2)[CH:12]=[CH:11]1, predict the reaction product. The product is: [Cl:1][C:2]1[N:7]=[C:6]([C:12]2[C:13]3[C:18](=[CH:17][CH:16]=[CH:15][CH:14]=3)[NH:10][CH:11]=2)[C:5]([Cl:9])=[CH:4][N:3]=1.